From a dataset of Reaction yield outcomes from USPTO patents with 853,638 reactions. Predict the reaction yield, written as a fraction of the theoretical maximum amount of product (1.0 means a 100% yield; for example, 0.34 means a 34% yield). (1) The reactants are [C:1](Cl)([C:3]([O:5][CH2:6][CH3:7])=[O:4])=[O:2].[N:9]1C=[CH:13][CH:12]=[CH:11][CH:10]=1.[C:15](=[O:18])(O)[O-].[Na+].[CH2:20]1COCC1. The catalyst is CN(C1C=CN=CC=1)C.O.C(O)C. The product is [C:15]([NH:9][CH:10]([CH2:11][CH2:12][CH3:13])[C:1](=[O:2])[C:3]([O:5][CH2:6][CH3:7])=[O:4])(=[O:18])[CH3:20]. The yield is 0.310. (2) The reactants are ClC1N=[C:4]([NH:18][C:19]2[C:24]([C:25]#[C:26][Si:27]([CH3:30])([CH3:29])[CH3:28])=[CH:23][C:22]([CH3:31])=[CH:21][N:20]=2)[C:5](=[O:17])[N:6]([CH2:8][C:9]2[CH:14]=[CH:13][C:12]([O:15][CH3:16])=[CH:11][CH:10]=2)[CH:7]=1.C1(C)C=CC=CC=1. The catalyst is C(OCC)(=O)C. The product is [CH3:16][O:15][C:12]1[CH:13]=[CH:14][C:9]([CH2:8][N:6]2[CH:7]=[C:26]([Si:27]([CH3:30])([CH3:29])[CH3:28])[C:25]3[C:24]4[C:19]([NH:18][C:4]=3[C:5]2=[O:17])=[N:20][CH:21]=[C:22]([CH3:31])[CH:23]=4)=[CH:10][CH:11]=1. The yield is 0.890. (3) The reactants are [Cl:1][C:2]1[N:7]=[C:6]([NH:8][C@@H:9]2[CH2:14][CH2:13][CH2:12][CH2:11][C@H:10]2[NH:15][S:16]([CH3:19])(=[O:18])=[O:17])[C:5]([Cl:20])=[CH:4][N:3]=1.C(=O)([O-])[O-].[Cs+].[Cs+].I[CH2:28][CH3:29].CCOC(C)=O. The catalyst is CC(C)=O. The product is [Cl:1][C:2]1[N:7]=[C:6]([NH:8][C@@H:9]2[CH2:14][CH2:13][CH2:12][CH2:11][C@H:10]2[N:15]([CH2:28][CH3:29])[S:16]([CH3:19])(=[O:18])=[O:17])[C:5]([Cl:20])=[CH:4][N:3]=1. The yield is 0.750. (4) The reactants are Cl[S:2]([C:5]1[CH:13]=[CH:12][C:8]([C:9]([OH:11])=[O:10])=[CH:7][CH:6]=1)(=[O:4])=[O:3].[CH3:14][O:15][C:16]1[CH:23]=[CH:22][C:19]([CH2:20][NH2:21])=[CH:18][CH:17]=1.C(N(CC)CC)C. The catalyst is CC(C)=O. The product is [CH3:14][O:15][C:16]1[CH:23]=[CH:22][C:19]([CH2:20][NH:21][S:2]([C:5]2[CH:13]=[CH:12][C:8]([C:9]([OH:11])=[O:10])=[CH:7][CH:6]=2)(=[O:4])=[O:3])=[CH:18][CH:17]=1. The yield is 0.700.